From a dataset of Forward reaction prediction with 1.9M reactions from USPTO patents (1976-2016). Predict the product of the given reaction. (1) Given the reactants [Cl:1][C:2]1[C:3]([C:19]([N:21]2[CH2:26][CH2:25][O:24][CH2:23][CH2:22]2)=[O:20])=[CH:4][C:5]([O:11][CH2:12][C:13]2[CH:18]=[CH:17][CH:16]=[CH:15][CH:14]=2)=[C:6]([CH:10]=1)[C:7]([OH:9])=O.C(N(C(C)C)CC)(C)C.CN(C(ON1N=[N:51][C:46]2[CH:47]=[CH:48][CH:49]=[N:50][C:45]1=2)=[N+](C)C)C.F[P-](F)(F)(F)(F)F.NC1C=NC=CC=1, predict the reaction product. The product is: [Cl:1][C:2]1[C:3]([C:19]([N:21]2[CH2:26][CH2:25][O:24][CH2:23][CH2:22]2)=[O:20])=[CH:4][C:5]([O:11][CH2:12][C:13]2[CH:18]=[CH:17][CH:16]=[CH:15][CH:14]=2)=[C:6]([CH:10]=1)[C:7]([NH:51][C:46]1[CH:45]=[N:50][CH:49]=[CH:48][CH:47]=1)=[O:9]. (2) Given the reactants [CH2:1]([O:3][C:4]([C:6]1(N)[CH:10]=[CH:9][NH:8][NH:7]1)=[O:5])[CH3:2].Br[CH2:13][CH2:14][C:15]1[CH:20]=[CH:19][CH:18]=[CH:17][CH:16]=1.C(=O)([O-])[O-].[Cs+].[Cs+].C[N:28](C)C=O, predict the reaction product. The product is: [CH2:1]([O:3][C:4]([C:6]1[CH:10]=[C:9]([NH2:28])[N:8]([CH2:13][CH2:14][C:15]2[CH:20]=[CH:19][CH:18]=[CH:17][CH:16]=2)[N:7]=1)=[O:5])[CH3:2].